From a dataset of Full USPTO retrosynthesis dataset with 1.9M reactions from patents (1976-2016). Predict the reactants needed to synthesize the given product. (1) Given the product [F:21][C:16]1[CH:15]=[C:14]2[C:19](=[C:18]([F:20])[CH:17]=1)[N:10]([CH2:9][CH2:8][N:5]1[CH2:6][CH2:7][CH:2]([NH:1][CH2:34][C:32]3[CH:31]=[CH:30][C:27]4[O:28][CH2:29][C:24](=[O:23])[NH:25][C:26]=4[N:33]=3)[CH2:3][CH2:4]1)[C:11](=[O:22])[CH:12]=[N:13]2, predict the reactants needed to synthesize it. The reactants are: [NH2:1][CH:2]1[CH2:7][CH2:6][N:5]([CH2:8][CH2:9][N:10]2[C:19]3[C:14](=[CH:15][C:16]([F:21])=[CH:17][C:18]=3[F:20])[N:13]=[CH:12][C:11]2=[O:22])[CH2:4][CH2:3]1.[O:23]=[C:24]1[CH2:29][O:28][C:27]2[CH:30]=[CH:31][C:32]([CH:34]=O)=[N:33][C:26]=2[NH:25]1.C(O[BH3-])(=O)C.[Na+]. (2) Given the product [C:1]([NH:5][C:6]1[CH:7]=[CH:8][C:9]([O:42][CH3:43])=[C:10]([NH:12][C:13]2[N:14]=[C:15]([NH:31][C:32]3[CH:41]=[CH:40][CH:39]=[CH:38][C:33]=3[C:34]([NH:36][CH3:37])=[O:35])[C:16]3[C:21]([Cl:22])=[CH:20][NH:19][C:17]=3[N:18]=2)[CH:11]=1)(=[O:4])[CH:2]=[CH2:3], predict the reactants needed to synthesize it. The reactants are: [C:1]([NH:5][C:6]1[CH:7]=[CH:8][C:9]([O:42][CH3:43])=[C:10]([NH:12][C:13]2[N:14]=[C:15]([NH:31][C:32]3[CH:41]=[CH:40][CH:39]=[CH:38][C:33]=3[C:34]([NH:36][CH3:37])=[O:35])[C:16]3[C:21]([Cl:22])=[CH:20][N:19](COCC[Si](C)(C)C)[C:17]=3[N:18]=2)[CH:11]=1)(=[O:4])[CH:2]=[CH2:3].C(O)(C(F)(F)F)=O. (3) Given the product [CH3:17][O:18][C:19](=[O:30])[CH:20]([NH:21][C:7](=[O:9])[CH:6]([CH2:5][S:4][C:1](=[O:3])[CH3:2])[CH2:10][C:11]1[CH:16]=[CH:15][CH:14]=[CH:13][CH:12]=1)[CH2:22][C:23]1[CH:28]=[CH:27][C:26]([OH:29])=[CH:25][CH:24]=1, predict the reactants needed to synthesize it. The reactants are: [C:1]([S:4][CH2:5][CH:6]([CH2:10][C:11]1[CH:16]=[CH:15][CH:14]=[CH:13][CH:12]=1)[C:7]([OH:9])=O)(=[O:3])[CH3:2].[CH3:17][O:18][C:19](=[O:30])[C@H:20]([CH2:22][C:23]1[CH:28]=[CH:27][C:26]([OH:29])=[CH:25][CH:24]=1)[NH2:21].CN(C(ON1N=NC2C=CC=CC1=2)=[N+](C)C)C.F[P-](F)(F)(F)(F)F.C(N(CC)CC)C. (4) Given the product [CH:26]1([CH2:25][CH:15]([CH2:16][C:17]([N:19]2[CH2:20][CH2:21][O:22][CH2:23][CH2:24]2)=[O:18])[C:14]([OH:32])=[O:33])[CH2:27][CH2:28][CH2:29][CH2:30][CH2:31]1, predict the reactants needed to synthesize it. The reactants are: C(C1COC(=O)N1[C:14](=[O:32])[CH:15]([CH2:25][CH:26]1[CH2:31][CH2:30][CH2:29][CH2:28][CH2:27]1)[CH2:16][C:17]([N:19]1[CH2:24][CH2:23][O:22][CH2:21][CH2:20]1)=[O:18])C1C=CC=CC=1.[OH:33]O.[Li+].[OH-]. (5) The reactants are: C([O:3][C:4](=[O:34])[C:5]1[CH:10]=[CH:9][C:8]([N:11]2[C@@H:15]3[CH2:16][CH2:17][O:18][CH2:19][C@H:14]3[N:13]([C:20]3[CH:25]=[CH:24][C:23]([C:26]#[N:27])=[C:22]([C:28]([F:31])([F:30])[F:29])[CH:21]=3)[C:12]2=[O:32])=[CH:7][C:6]=1[CH3:33])C.O.[OH-].[Li+]. Given the product [C:26]([C:23]1[CH:24]=[CH:25][C:20]([N:13]2[C@@H:14]3[CH2:19][O:18][CH2:17][CH2:16][C@H:15]3[N:11]([C:8]3[CH:9]=[CH:10][C:5]([C:4]([OH:34])=[O:3])=[C:6]([CH3:33])[CH:7]=3)[C:12]2=[O:32])=[CH:21][C:22]=1[C:28]([F:30])([F:31])[F:29])#[N:27], predict the reactants needed to synthesize it.